From a dataset of Full USPTO retrosynthesis dataset with 1.9M reactions from patents (1976-2016). Predict the reactants needed to synthesize the given product. (1) The reactants are: CC(C)([O-])C.[Na+].O=[C:8]([CH:10]=[C:11]([CH3:13])[CH3:12])[CH3:9].[C:14](OCC)(=O)[C:15]([O:17][CH2:18][CH3:19])=[O:16].[CH3:24][NH:25][NH2:26]. Given the product [CH3:24][N:25]1[C:8]([CH:10]=[C:11]([CH3:13])[CH3:12])=[CH:9][C:14]([C:15]([O:17][CH2:18][CH3:19])=[O:16])=[N:26]1, predict the reactants needed to synthesize it. (2) Given the product [CH2:8]([CH:20]([CH2:21][CH2:22][CH2:23][CH3:24])[C:19]([N:13]1[CH2:18][CH2:17][CH2:16][CH2:15][CH2:14]1)=[O:25])[CH2:9][CH2:10][CH3:11], predict the reactants needed to synthesize it. The reactants are: C(NC(C)C)(C)C.[CH2:8]([Li])[CH2:9][CH2:10][CH3:11].[N:13]1([C:19](=[O:25])[CH2:20][CH2:21][CH2:22][CH2:23][CH3:24])[CH2:18][CH2:17][CH2:16][CH2:15][CH2:14]1.BrCCCC.Cl. (3) Given the product [CH3:11][O:12][C:13]1[CH:19]=[CH:18][C:16]([NH:17][CH2:21][C:22]([O:24][CH2:25][CH3:26])=[O:23])=[CH:15][CH:14]=1, predict the reactants needed to synthesize it. The reactants are: [I-].[Na+].O.O.O.C([O-])(=O)C.[Na+].[CH3:11][O:12][C:13]1[CH:19]=[CH:18][C:16]([NH2:17])=[CH:15][CH:14]=1.Br[CH2:21][C:22]([O:24][CH2:25][CH3:26])=[O:23]. (4) The reactants are: [CH:1]1([Mg]Br)[CH2:3][CH2:2]1.[Cl:6][C:7]1[CH:8]=[CH:9][C:10]([CH:28]=[O:29])=[C:11]2[C:15]=1[N:14]=[C:13]1[N:16]([C:20]3[CH:25]=[CH:24][C:23]([Cl:26])=[CH:22][C:21]=3[Cl:27])[CH2:17][CH2:18][CH2:19][N:12]21. Given the product [Cl:6][C:7]1[C:15]2[N:14]=[C:13]3[N:16]([C:20]4[CH:25]=[CH:24][C:23]([Cl:26])=[CH:22][C:21]=4[Cl:27])[CH2:17][CH2:18][CH2:19][N:12]3[C:11]=2[C:10]([CH:28]([CH:1]2[CH2:3][CH2:2]2)[OH:29])=[CH:9][CH:8]=1, predict the reactants needed to synthesize it. (5) Given the product [Cl:14][C:15]1[CH:16]=[C:17]2[C:18]([C:30]([OH:32])=[C:24]([C:25]([O:27][CH2:28][CH3:29])=[O:26])[CH:23]=[N:22]2)=[CH:19][C:20]=1[I:21], predict the reactants needed to synthesize it. The reactants are: C1(OC2C=CC=CC=2)C=CC=CC=1.[Cl:14][C:15]1[CH:16]=[C:17]([NH:22][CH:23]=[C:24]([C:30]([O:32]CC)=O)[C:25]([O:27][CH2:28][CH3:29])=[O:26])[CH:18]=[CH:19][C:20]=1[I:21].